This data is from Catalyst prediction with 721,799 reactions and 888 catalyst types from USPTO. The task is: Predict which catalyst facilitates the given reaction. Reactant: [CH3:1][C:2]([CH3:18])([CH3:17])[C:3]([NH:5][C:6]1[CH:15]=[CH:14][CH:13]=[C:12]([OH:16])[C:7]=1[C:8]([O:10][CH3:11])=[O:9])=[O:4].[CH2:19](Br)[C:20]#[CH:21].C(=O)([O-])[O-].[K+].[K+]. Product: [CH3:1][C:2]([CH3:18])([CH3:17])[C:3]([NH:5][C:6]1[CH:15]=[CH:14][CH:13]=[C:12]([O:16][CH2:21][C:20]#[CH:19])[C:7]=1[C:8]([O:10][CH3:11])=[O:9])=[O:4]. The catalyst class is: 21.